This data is from Aqueous solubility values for 9,982 compounds from the AqSolDB database. The task is: Regression/Classification. Given a drug SMILES string, predict its absorption, distribution, metabolism, or excretion properties. Task type varies by dataset: regression for continuous measurements (e.g., permeability, clearance, half-life) or binary classification for categorical outcomes (e.g., BBB penetration, CYP inhibition). For this dataset (solubility_aqsoldb), we predict Y. (1) The drug is O=C(OCCOCCO)c1ccccc1Nc1cccc(C(F)(F)F)c1. The Y is -5.36 log mol/L. (2) The drug is C=CCCCCCC=O. The Y is -2.00 log mol/L.